Task: Predict the reaction yield, written as a fraction of the theoretical maximum amount of product (1.0 means a 100% yield; for example, 0.34 means a 34% yield).. Dataset: Reaction yield outcomes from USPTO patents with 853,638 reactions The reactants are Br[C:2]1[CH:18]=[CH:17][C:5]2[N:6]3[C:10]([CH2:11][CH2:12][O:13][C:4]=2[CH:3]=1)=[CH:9][C:8]([C:14]([OH:16])=O)=[N:7]3.[CH:19]([NH:22][CH2:23][CH2:24][OH:25])([CH3:21])[CH3:20].C(N(CC)CC)C. The catalyst is [Pd]. The product is [OH:25][CH2:24][CH2:23][N:22]([CH:19]([CH3:21])[CH3:20])[C:14]([C:8]1[CH:9]=[C:10]2[N:6]([C:5]3[CH:17]=[CH:18][CH:2]=[CH:3][C:4]=3[O:13][CH2:12][CH2:11]2)[N:7]=1)=[O:16]. The yield is 0.680.